Dataset: TCR-epitope binding with 47,182 pairs between 192 epitopes and 23,139 TCRs. Task: Binary Classification. Given a T-cell receptor sequence (or CDR3 region) and an epitope sequence, predict whether binding occurs between them. (1) The epitope is LLQTGIHVRVSQPSL. The TCR CDR3 sequence is CASSRDRGPGGYGYTF. Result: 1 (the TCR binds to the epitope). (2) The TCR CDR3 sequence is CASSFLGGTDTQYF. The epitope is FIAGLIAIV. Result: 1 (the TCR binds to the epitope).